Predict which catalyst facilitates the given reaction. From a dataset of Catalyst prediction with 721,799 reactions and 888 catalyst types from USPTO. (1) Reactant: [C:1]([C:4]1[CH:9]=[CH:8][C:7]([N:10]=[C:11]2[S:15][CH2:14][C:13]3([CH2:19][CH2:18][CH2:17][CH2:16]3)[N:12]2[CH:20]2[CH2:24][CH2:23][CH2:22][CH2:21]2)=[C:6]([CH2:25][CH3:26])[CH:5]=1)(O)=[O:2].C[Li].[CH3:29][Si](Cl)(C)C.Cl.C([O-])(O)=O.[Na+]. Product: [C:1]([C:4]1[CH:9]=[CH:8][C:7]([N:10]=[C:11]2[S:15][CH2:14][C:13]3([CH2:16][CH2:17][CH2:18][CH2:19]3)[N:12]2[CH:20]2[CH2:21][CH2:22][CH2:23][CH2:24]2)=[C:6]([CH2:25][CH3:26])[CH:5]=1)(=[O:2])[CH3:29]. The catalyst class is: 1. (2) Reactant: [CH2:1]([O:8][C:9]1[CH:10]=[C:11]([CH:14]=[CH:15][C:16]=1[O:17][CH3:18])C=O)[C:2]1[CH:7]=[CH:6][CH:5]=[CH:4][CH:3]=1.OO.S(=O)(=O)(O)[OH:22]. The catalyst class is: 5. Product: [CH2:1]([O:8][C:9]1[CH:10]=[C:11]([OH:22])[CH:14]=[CH:15][C:16]=1[O:17][CH3:18])[C:2]1[CH:7]=[CH:6][CH:5]=[CH:4][CH:3]=1.